The task is: Predict the reaction yield, written as a fraction of the theoretical maximum amount of product (1.0 means a 100% yield; for example, 0.34 means a 34% yield).. This data is from Reaction yield outcomes from USPTO patents with 853,638 reactions. The reactants are [F:1][C:2]1[CH:7]=[CH:6][C:5]([CH2:8][C:9]([C:11]2[CH:16]=[CH:15][C:14]([O:17][CH:18]3[CH2:23][CH2:22][CH2:21][CH2:20][O:19]3)=[CH:13][C:12]=2[OH:24])=[O:10])=[CH:4][CH:3]=1.N12CCCN=C1CCCCC2.[I:36][C:37]1[CH:44]=[CH:43][C:40]([CH:41]=O)=[CH:39][CH:38]=1.N1CCCCC1. The catalyst is CCCCO. The product is [F:1][C:2]1[CH:3]=[CH:4][C:5]([CH:8]2[C:9](=[O:10])[C:11]3[C:12](=[CH:13][C:14]([O:17][CH:18]4[CH2:23][CH2:22][CH2:21][CH2:20][O:19]4)=[CH:15][CH:16]=3)[O:24][CH:41]2[C:40]2[CH:43]=[CH:44][C:37]([I:36])=[CH:38][CH:39]=2)=[CH:6][CH:7]=1. The yield is 0.607.